This data is from Full USPTO retrosynthesis dataset with 1.9M reactions from patents (1976-2016). The task is: Predict the reactants needed to synthesize the given product. Given the product [F:1][C@@H:2]([CH3:24])[CH2:3][N:4]([S:5]([C:8]1[S:9][CH:10]=[C:11]([CH3:13])[N:12]=1)(=[O:7])=[O:6])[C:14]1[CH:15]=[C:16]2[C:20]([CH2:19][CH2:18][CH2:17]2)=[CH:21][C:22]=1[O:23][CH2:26][C:27]1[S:28][C:29]([C:32]([O:34][CH2:35][CH3:36])=[O:33])=[CH:30][N:31]=1, predict the reactants needed to synthesize it. The reactants are: [F:1][C@@H:2]([CH3:24])[CH2:3][N:4]([C:14]1[CH:15]=[C:16]2[C:20](=[CH:21][C:22]=1[OH:23])[CH2:19][CH2:18][CH2:17]2)[S:5]([C:8]1[S:9][CH:10]=[C:11]([CH3:13])[N:12]=1)(=[O:7])=[O:6].Br[CH2:26][C:27]1[S:28][C:29]([C:32]([O:34][CH2:35][CH3:36])=[O:33])=[CH:30][N:31]=1.C(=O)([O-])[O-].[K+].[K+].O.